From a dataset of Forward reaction prediction with 1.9M reactions from USPTO patents (1976-2016). Predict the product of the given reaction. (1) Given the reactants [CH3:1][O:2][C:3]1[CH:4]=[C:5]([CH:21]=[CH:22][C:23]=1[O:24][CH3:25])[CH2:6][CH:7]1[C:16]2[C:11](=[CH:12][C:13]([O:19][CH3:20])=[C:14]([O:17][CH3:18])[CH:15]=2)[CH2:10][CH2:9][NH:8]1.Br[CH2:27][C:28](Br)=[O:29].[CH3:31][CH:32]1[CH2:41][CH2:40][C:39]2[C:34](=[CH:35][CH:36]=[CH:37][CH:38]=2)[CH:33]1[NH2:42], predict the reaction product. The product is: [CH3:1][O:2][C:3]1[CH:4]=[C:5]([CH:21]=[CH:22][C:23]=1[O:24][CH3:25])[CH2:6][CH:7]1[C:16]2[C:11](=[CH:12][C:13]([O:19][CH3:20])=[C:14]([O:17][CH3:18])[CH:15]=2)[CH2:10][CH2:9][N:8]1[CH2:27][C:28]([NH:42][CH:33]1[C:34]2[C:39](=[CH:38][CH:37]=[CH:36][CH:35]=2)[CH2:40][CH2:41][CH:32]1[CH3:31])=[O:29]. (2) Given the reactants C1([C:7]([C:28]2[CH:33]=[CH:32][CH:31]=CC=2)=[CH:8][CH:9]2[N:18]([CH2:19][CH2:20][N:21]3[CH2:26][CH2:25][CH2:24][CH2:23][CH2:22]3)[C:17](=[O:27])[C:16]3[C:11](=[CH:12][CH:13]=[CH:14][CH:15]=3)[NH:10]2)C=CC=CC=1.C1(C(C2C=CC=CC=2)=CC=O)C=CC=CC=1.[Cl:50][C:51]1[CH:52]=[C:53]([CH:63]=[CH:64][C:65]=1[Cl:66])[O:54]C1C=C(C=CC=1)C=O, predict the reaction product. The product is: [Cl:50][C:51]1[CH:52]=[C:53]([CH:63]=[CH:64][C:65]=1[Cl:66])[O:54][C:28]1[CH:7]=[C:8]([CH:9]2[N:18]([CH2:19][CH2:20][N:21]3[CH2:26][CH2:25][CH2:24][CH2:23][CH2:22]3)[C:17](=[O:27])[C:16]3[C:11](=[CH:12][CH:13]=[CH:14][CH:15]=3)[NH:10]2)[CH:31]=[CH:32][CH:33]=1. (3) Given the reactants [NH:1]1[CH2:5][CH2:4][C@H:3]([NH:6][C:7](=[O:13])[O:8][C:9]([CH3:12])([CH3:11])[CH3:10])[CH2:2]1.[CH2:14]=O.[BH4-].[Na+].O, predict the reaction product. The product is: [CH3:14][N:1]1[CH2:5][CH2:4][C@H:3]([NH:6][C:7](=[O:13])[O:8][C:9]([CH3:10])([CH3:12])[CH3:11])[CH2:2]1.